From a dataset of Full USPTO retrosynthesis dataset with 1.9M reactions from patents (1976-2016). Predict the reactants needed to synthesize the given product. (1) Given the product [Br:11][C:12]1[CH:27]=[CH:26][C:15]2[C:16]3[N:17]=[C:18]([CH:24]=[O:25])[S:19][C:20]=3[CH2:21][CH2:22][O:23][C:14]=2[CH:13]=1, predict the reactants needed to synthesize it. The reactants are: C(Cl)(=O)C(Cl)=O.CS(C)=O.[Br:11][C:12]1[CH:27]=[CH:26][C:15]2[C:16]3[N:17]=[C:18]([CH2:24][OH:25])[S:19][C:20]=3[CH2:21][CH2:22][O:23][C:14]=2[CH:13]=1.C(N(CC)CC)C. (2) Given the product [C:1]([C:3]1[NH:20][C:6]2[C:7]([C:14]([O:16][CH:17]([CH3:18])[CH3:19])=[O:15])=[CH:8][N:9]([C:26]([C:22]3[S:21][CH:25]=[CH:24][CH:23]=3)=[O:27])[CH2:10][C:11]([CH3:13])([CH3:12])[C:5]=2[CH:4]=1)#[N:2], predict the reactants needed to synthesize it. The reactants are: [C:1]([C:3]1[NH:20][C:6]2[C:7]([C:14]([O:16][CH:17]([CH3:19])[CH3:18])=[O:15])=[CH:8][NH:9][CH2:10][C:11]([CH3:13])([CH3:12])[C:5]=2[CH:4]=1)#[N:2].[S:21]1[CH:25]=[CH:24][CH:23]=[C:22]1[C:26](Cl)=[O:27]. (3) Given the product [CH3:19][O:18][CH2:17][O:16][C:3]1[CH:4]=[CH:5][C:6]([C:8]([CH3:15])([CH2:10][C:11]([CH3:14])([CH3:13])[CH3:12])[CH3:9])=[CH:7][C:2]=1[N:31]1[C:32]2[CH:20]=[CH:21][CH:22]=[CH:23][C:24]=2[C:25]2[C:30]1=[CH:29][CH:28]=[CH:27][CH:26]=2, predict the reactants needed to synthesize it. The reactants are: I[C:2]1[CH:7]=[C:6]([C:8]([CH3:15])([CH2:10][C:11]([CH3:14])([CH3:13])[CH3:12])[CH3:9])[CH:5]=[CH:4][C:3]=1[O:16][CH2:17][O:18][CH3:19].[CH:20]1[C:32]2[NH:31][C:30]3[C:25](=[CH:26][CH:27]=[CH:28][CH:29]=3)[C:24]=2[CH:23]=[CH:22][CH:21]=1.[O-]P([O-])([O-])=O.[K+].[K+].[K+].CN(C)[C@@H]1CCCC[C@H]1N. (4) Given the product [CH3:1][O:2][C:3](=[O:15])[CH2:4][C:5]1[C:13]2[C:8](=[N:9][CH:10]=[CH:11][CH:12]=2)[N:7]([S:43]([C:38]2[CH:39]=[CH:40][C:41]([F:42])=[C:36]([C:34]#[N:35])[CH:37]=2)(=[O:44])=[O:45])[C:6]=1[CH3:14], predict the reactants needed to synthesize it. The reactants are: [CH3:1][O:2][C:3](=[O:15])[CH2:4][C:5]1[C:13]2[C:8](=[N:9][CH:10]=[CH:11][CH:12]=2)[NH:7][C:6]=1[CH3:14].CCN(P1(N(C)CCCN1C)=NC(C)(C)C)CC.[C:34]([C:36]1[CH:37]=[C:38]([S:43](Cl)(=[O:45])=[O:44])[CH:39]=[CH:40][C:41]=1[F:42])#[N:35]. (5) Given the product [CH2:1]([C@@H:8]([C:9]([NH:56][C:53]1[S:54][CH:55]=[C:51]([C:46]2[CH:47]=[CH:48][CH:49]=[CH:50][C:45]=2[Cl:44])[N:52]=1)=[O:11])[CH2:12][C:13]([O:15][C:16]([CH3:19])([CH3:18])[CH3:17])=[O:14])[C:2]1[CH:3]=[CH:4][CH:5]=[CH:6][CH:7]=1, predict the reactants needed to synthesize it. The reactants are: [CH2:1]([C@H:8]([CH2:12][C:13]([O:15][C:16]([CH3:19])([CH3:18])[CH3:17])=[O:14])[C:9]([OH:11])=O)[C:2]1[CH:7]=[CH:6][CH:5]=[CH:4][CH:3]=1.CN(C(ON1N=NC2C=CC=NC1=2)=[N+](C)C)C.F[P-](F)(F)(F)(F)F.[Cl:44][C:45]1[CH:50]=[CH:49][CH:48]=[CH:47][C:46]=1[C:51]1[N:52]=[C:53]([NH2:56])[S:54][CH:55]=1.CCN(C(C)C)C(C)C. (6) Given the product [NH2:23][CH2:22][C:10]1[C:9]([NH:8][C:5]2[CH:4]=[CH:3][C:2]([Cl:1])=[CH:7][CH:6]=2)=[N:14][C:13]([N:15]2[C:19]([CH3:20])=[CH:18][C:17]([CH3:21])=[N:16]2)=[CH:12][N:11]=1, predict the reactants needed to synthesize it. The reactants are: [Cl:1][C:2]1[CH:7]=[CH:6][C:5]([NH:8][C:9]2[C:10]([CH:22]=[N:23]O)=[N:11][CH:12]=[C:13]([N:15]3[C:19]([CH3:20])=[CH:18][C:17]([CH3:21])=[N:16]3)[N:14]=2)=[CH:4][CH:3]=1.CO. (7) Given the product [C:28]([NH:7][C:10]1[CH:19]=[C:18]([CH2:20][O:21][C:22]2[CH:27]=[CH:26][CH:25]=[CH:24][CH:23]=2)[CH:17]=[CH:16][C:11]=1[C:12]([O:14][CH3:15])=[O:13])(=[O:31])[C:4]1[CH:3]=[CH:12][CH:11]=[CH:10][CH:19]=1, predict the reactants needed to synthesize it. The reactants are: CO.[C:3](O)(=O)[CH3:4].[N+:7]([C:10]1[CH:19]=[C:18]([CH2:20][O:21][C:22]2[CH:27]=[CH:26][CH:25]=[CH:24][CH:23]=2)[CH:17]=[CH:16][C:11]=1[C:12]([O:14][CH3:15])=[O:13])([O-])=O.[C:28](=[O:31])([O-])O.[Na+].